Dataset: Catalyst prediction with 721,799 reactions and 888 catalyst types from USPTO. Task: Predict which catalyst facilitates the given reaction. (1) Product: [F:41][C:38]1[CH:39]=[CH:40][C:35]([C@@H:11]2[CH2:10][C@@:9]([OH:8])([CH3:42])[CH2:18][C@@H:17]3[N:12]2[C:13](=[O:34])/[C:14](=[CH:19]/[C:20]2[CH:25]=[CH:24][C:23]([N:26]4[CH:30]=[C:29]([CH3:31])[N:28]=[CH:27]4)=[C:22]([O:32][CH3:33])[CH:21]=2)/[CH2:15][CH2:16]3)=[CH:36][CH:37]=1. Reactant: [Si]([O:8][C@:9]1([CH3:42])[CH2:18][C@@H:17]2[N:12]([C:13](=[O:34])/[C:14](=[CH:19]/[C:20]3[CH:25]=[CH:24][C:23]([N:26]4[CH:30]=[C:29]([CH3:31])[N:28]=[CH:27]4)=[C:22]([O:32][CH3:33])[CH:21]=3)/[CH2:15][CH2:16]2)[C@H:11]([C:35]2[CH:40]=[CH:39][C:38]([F:41])=[CH:37][CH:36]=2)[CH2:10]1)(C(C)(C)C)(C)C.[Cl-].[NH4+].C(OCC)(=O)C. The catalyst class is: 1. (2) Reactant: CC1C=CC(S(OCC2CC3C=CC=C(C4C=CC=C(F)C=4)C=3O2)(=O)=O)=CC=1.[N-]=[N+]=[N-].[Na+].N(CC1CC2C=C(Cl)C=C(C3C=CSC=3)C=2O1)=[N+]=[N-].[N:52]([CH2:55][CH:56]1[CH2:60][C:59]2[CH:61]=[CH:62][CH:63]=[C:64]([C:65]3[CH:70]=[CH:69][CH:68]=[C:67]([F:71])[CH:66]=3)[C:58]=2[O:57]1)=[N+]=[N-].[N-]=[N+]=[N-]. Product: [F:71][C:67]1[CH:66]=[C:65]([C:64]2[C:58]3[O:57][CH:56]([CH2:55][NH2:52])[CH2:60][C:59]=3[CH:61]=[CH:62][CH:63]=2)[CH:70]=[CH:69][CH:68]=1. The catalyst class is: 45. (3) Reactant: [NH:1]1[C:9]2[C:4](=[N:5][CH:6]=[CH:7][CH:8]=2)[CH:3]=[C:2]1[C:10]([O:12][CH2:13]C)=[O:11].C([O-])([O-])=O.[K+].[K+].CCOCC. Product: [NH:1]1[C:9]2[C:4](=[N:5][CH:6]=[CH:7][CH:8]=2)[CH:3]=[C:2]1[C:10]([O:12][CH3:13])=[O:11]. The catalyst class is: 24. (4) Reactant: [CH3:1][O:2][C:3]1[CH:11]=[CH:10][C:9]([N+:12]([O-:14])=[O:13])=[CH:8][C:4]=1[C:5]([OH:7])=O.CN(C(ON1N=NC2C=CC=NC1=2)=[N+](C)C)C.F[P-](F)(F)(F)(F)F.[Br:39][C:40]1[CH:46]=[CH:45][C:43]([NH2:44])=[CH:42][CH:41]=1. Product: [Br:39][C:40]1[CH:46]=[CH:45][C:43]([NH:44][C:5](=[O:7])[C:4]2[CH:8]=[C:9]([N+:12]([O-:14])=[O:13])[CH:10]=[CH:11][C:3]=2[O:2][CH3:1])=[CH:42][CH:41]=1. The catalyst class is: 1. (5) Reactant: [CH3:1][C:2]1[CH:8]=[C:7]([O:9][C:10]2[CH:15]=[CH:14][N:13]=[C:12]([C:16](=[O:19])[NH:17][CH3:18])[CH:11]=2)[CH:6]=[CH:5][C:3]=1[NH2:4].CCN(CC)CC.[Cl:27][C:28]1[CH:33]=[CH:32][C:31]([N:34]=[C:35]=[O:36])=[CH:30][C:29]=1[C:37]([F:40])([F:39])[F:38].O. Product: [Cl:27][C:28]1[CH:33]=[CH:32][C:31]([NH:34][C:35]([NH:4][C:3]2[CH:5]=[CH:6][C:7]([O:9][C:10]3[CH:15]=[CH:14][N:13]=[C:12]([C:16](=[O:19])[NH:17][CH3:18])[CH:11]=3)=[CH:8][C:2]=2[CH3:1])=[O:36])=[CH:30][C:29]=1[C:37]([F:38])([F:39])[F:40]. The catalyst class is: 2.